The task is: Predict the reaction yield, written as a fraction of the theoretical maximum amount of product (1.0 means a 100% yield; for example, 0.34 means a 34% yield).. This data is from Reaction yield outcomes from USPTO patents with 853,638 reactions. (1) The reactants are [OH:1][CH2:2][CH:3]1[CH2:8][CH2:7][N:6]([C:9]([O:11][CH2:12][C:13]2[CH:18]=[CH:17][CH:16]=[CH:15][CH:14]=2)=[O:10])[CH2:5][CH2:4]1.C(N(CC)CC)C.[S:26](Cl)([C:29]1[CH:35]=[CH:34][C:32]([CH3:33])=[CH:31][CH:30]=1)(=[O:28])=[O:27].C(OCC)(=O)C.CCCCCC. The catalyst is ClCCl.O. The product is [S:26]([O:1][CH2:2][CH:3]1[CH2:8][CH2:7][N:6]([C:9]([O:11][CH2:12][C:13]2[CH:14]=[CH:15][CH:16]=[CH:17][CH:18]=2)=[O:10])[CH2:5][CH2:4]1)([C:29]1[CH:35]=[CH:34][C:32]([CH3:33])=[CH:31][CH:30]=1)(=[O:28])=[O:27]. The yield is 0.740. (2) The reactants are [Cl:1]/[CH:2]=[CH:3]\Cl.[Br:5][CH2:6][CH2:7][CH2:8][CH2:9][CH2:10][CH2:11]C=C. The catalyst is C1C=CC=CC=1. The product is [Br:5][CH2:6][CH2:7][CH2:8][CH2:9][CH2:10][CH2:11]/[CH:3]=[CH:2]\[Cl:1]. The yield is 0.770. (3) The reactants are COC1C=C(OC)C=CC=1C[N:6]([C:36]1[CH:41]=[CH:40][N:39]=[CH:38][N:37]=1)[S:7]([C:10]1[CH:15]=[C:14]([F:16])[C:13]([O:17][C@H:18]2[CH2:23][CH2:22][CH2:21][CH2:20][C@@H:19]2[C:24]2[N:28](C3CCCCO3)[N:27]=[CH:26][CH:25]=2)=[CH:12][C:11]=1[F:35])(=[O:9])=[O:8].C([SiH](CC)CC)C.CO. The catalyst is ClCCl.FC(F)(F)C(O)=O. The product is [F:35][C:11]1[CH:12]=[C:13]([O:17][C@H:18]2[CH2:23][CH2:22][CH2:21][CH2:20][C@@H:19]2[C:24]2[NH:28][N:27]=[CH:26][CH:25]=2)[C:14]([F:16])=[CH:15][C:10]=1[S:7]([NH:6][C:36]1[CH:41]=[CH:40][N:39]=[CH:38][N:37]=1)(=[O:8])=[O:9]. The yield is 0.610. (4) The reactants are [NH2:1][C:2]1[CH:3]=[C:4]([O:16][CH2:17][CH2:18][O:19][CH3:20])[CH:5]=[C:6]2[C:10]=1[NH:9][C:8]([C:11]([O:13][CH2:14][CH3:15])=[O:12])=[CH:7]2.[S:21]1[CH:25]=[CH:24][CH:23]=[C:22]1[S:26](Cl)(=[O:28])=[O:27]. The catalyst is N1C=CC=CC=1. The product is [CH3:20][O:19][CH2:18][CH2:17][O:16][C:4]1[CH:5]=[C:6]2[C:10](=[C:2]([NH:1][S:26]([C:22]3[S:21][CH:25]=[CH:24][CH:23]=3)(=[O:28])=[O:27])[CH:3]=1)[NH:9][C:8]([C:11]([O:13][CH2:14][CH3:15])=[O:12])=[CH:7]2. The yield is 0.530. (5) The reactants are [CH3:1][N:2]1[C:6]([CH:7]2[C:16](=O)[C:15]3[C:14]([C:18]([O:20]CC)=O)=[CH:13][CH:12]=[CH:11][C:10]=3[NH:9][CH:8]2[C:23]2[CH:28]=[CH:27][CH:26]=[CH:25][CH:24]=2)=[N:5][CH:4]=[N:3]1.O.[NH2:30][NH2:31]. The catalyst is CO. The product is [CH3:1][N:2]1[C:6]([CH:7]2[C:16]3=[N:30][NH:31][C:18](=[O:20])[C:14]4[CH:13]=[CH:12][CH:11]=[C:10]([C:15]=43)[NH:9][CH:8]2[C:23]2[CH:28]=[CH:27][CH:26]=[CH:25][CH:24]=2)=[N:5][CH:4]=[N:3]1. The yield is 0.300.